This data is from Reaction yield outcomes from USPTO patents with 853,638 reactions. The task is: Predict the reaction yield, written as a fraction of the theoretical maximum amount of product (1.0 means a 100% yield; for example, 0.34 means a 34% yield). (1) The reactants are Cl[C:2]1[N:6]([CH2:7][C:8]2[CH:13]=[CH:12][C:11]([C:14]3[CH:19]=[CH:18][CH:17]=[CH:16][C:15]=3[C:20]#[N:21])=[CH:10][CH:9]=2)[C:5]2[C:22]([C:26]([O:28][CH3:29])=[O:27])=[CH:23][CH:24]=[CH:25][C:4]=2[N:3]=1.[NH:30]1[CH2:35][CH2:34][O:33][CH2:32][CH2:31]1. No catalyst specified. The product is [C:20]([C:15]1[CH:16]=[CH:17][CH:18]=[CH:19][C:14]=1[C:11]1[CH:12]=[CH:13][C:8]([CH2:7][N:6]2[C:5]3[C:22]([C:26]([O:28][CH3:29])=[O:27])=[CH:23][CH:24]=[CH:25][C:4]=3[N:3]=[C:2]2[N:30]2[CH2:35][CH2:34][O:33][CH2:32][CH2:31]2)=[CH:9][CH:10]=1)#[N:21]. The yield is 0.770. (2) The reactants are [CH3:1][O:2][C:3](=[O:9])[C:4]([CH3:8])([CH3:7])[CH2:5][OH:6].[O:10]1[CH:15]=[CH:14][CH2:13][CH2:12][CH2:11]1.S(=O)(=O)(O)O. The catalyst is C(Cl)Cl. The product is [CH3:1][O:2][C:3](=[O:9])[C:4]([CH3:8])([CH3:7])[CH2:5][O:6][CH:11]1[CH2:12][CH2:13][CH2:14][CH2:15][O:10]1. The yield is 1.00. (3) The reactants are [Cl:1][C:2]1[CH:3]=[C:4]([C@H:8]([NH2:10])[CH3:9])[CH:5]=[CH:6][CH:7]=1.[C:11]([O:15][CH2:16][CH3:17])(=[O:14])CO.C[O-].[Na+].C1N=CN(C(N2C=NC=C2)=[O:27])C=1. The catalyst is [Cl-].[Na+].O. The product is [Cl:1][C:2]1[CH:3]=[C:4]([C@H:8]([N:10]2[C:17](=[O:27])[CH2:16][O:15][C:11]2=[O:14])[CH3:9])[CH:5]=[CH:6][CH:7]=1. The yield is 0.220.